This data is from Forward reaction prediction with 1.9M reactions from USPTO patents (1976-2016). The task is: Predict the product of the given reaction. (1) Given the reactants [CH:1]1[C:6]2[NH:7][C:8]3[C:9](=[CH:10][CH:11]=[C:12]4[C:20]=3[NH:19][C:18]3[C:13]4=[CH:14][CH:15]=[CH:16][CH:17]=3)[C:5]=2[CH:4]=[CH:3][CH:2]=1.I[C:22]1[CH:27]=[CH:26][CH:25]=[CH:24][C:23]=1[SH:28].C([O-])([O-])=O.[K+].[K+], predict the reaction product. The product is: [CH:1]1[CH:2]=[CH:3][CH:4]=[C:5]2[C:6]=1[NH:7][C:8]1[C:9]2=[CH:10][CH:11]=[C:12]2[C:20]=1[N:19]([C:22]1[CH:27]=[CH:26][CH:25]=[CH:24][C:23]=1[SH:28])[C:18]1[C:13]2=[CH:14][CH:15]=[CH:16][CH:17]=1. (2) Given the reactants Br[C:2]1[C:3](=[O:10])[N:4]([CH3:9])[N:5]=[C:6]([Cl:8])[CH:7]=1.[CH3:11][N:12]1[CH2:17][CH2:16][N:15]2[N:18]=[C:19]([NH2:21])[CH:20]=[C:14]2[CH2:13]1.C[Si](C)(C)[N-][Si](C)(C)C.[Li+].C1COCC1.CC1(C)C2C(=C(P(C3C=CC=CC=3)C3C=CC=CC=3)C=CC=2)OC2C(P(C3C=CC=CC=3)C3C=CC=CC=3)=CC=CC1=2.Cl, predict the reaction product. The product is: [Cl:8][C:6]1[CH:7]=[C:2]([NH:21][C:19]2[CH:20]=[C:14]3[CH2:13][N:12]([CH3:11])[CH2:17][CH2:16][N:15]3[N:18]=2)[C:3](=[O:10])[N:4]([CH3:9])[N:5]=1.